This data is from Reaction yield outcomes from USPTO patents with 853,638 reactions. The task is: Predict the reaction yield, written as a fraction of the theoretical maximum amount of product (1.0 means a 100% yield; for example, 0.34 means a 34% yield). (1) The reactants are [C:1]12([N:11]3[CH2:15][C@@H:14]([OH:16])[CH2:13][C:12]3=[O:17])[CH2:10][CH:5]3[CH2:6][CH:7]([CH2:9][CH:3]([CH2:4]3)[CH2:2]1)[CH2:8]2.C([N-]C(C)C)(C)C.[Li+].CN(C)P(=O)(N(C)C)N(C)C.Cl[CH2:38][C:39]1[C:44]([Cl:45])=[CH:43][CH:42]=[CH:41][C:40]=1[Cl:46]. The catalyst is O1CCCC1.O. The product is [C:1]12([N:11]3[CH2:15][C@@H:14]([OH:16])[C@H:13]([CH2:38][C:39]4[C:44]([Cl:45])=[CH:43][CH:42]=[CH:41][C:40]=4[Cl:46])[C:12]3=[O:17])[CH2:2][CH:3]3[CH2:9][CH:7]([CH2:6][CH:5]([CH2:4]3)[CH2:10]1)[CH2:8]2. The yield is 0.340. (2) The reactants are C([O:5][C:6]([CH:8]1[CH:12]([C:13]2[CH:18]=[CH:17][CH:16]=[C:15]([F:19])[C:14]=2[F:20])[C:11]([C:23]2[CH:28]=[CH:27][C:26]([Cl:29])=[CH:25][C:24]=2[F:30])([C:21]#[N:22])[CH:10]([CH2:31][C:32]([CH3:35])([CH3:34])[CH3:33])[NH:9]1)=[O:7])(C)(C)C.[F:36][C:37]([F:42])([F:41])[C:38]([OH:40])=[O:39]. The catalyst is ClCCl. The product is [F:36][C:37]([F:42])([F:41])[C:38]([OH:40])=[O:39].[Cl:29][C:26]1[CH:27]=[CH:28][C:23]([C:11]2([C:21]#[N:22])[CH:10]([CH2:31][C:32]([CH3:35])([CH3:33])[CH3:34])[NH:9][CH:8]([C:6]([OH:7])=[O:5])[CH:12]2[C:13]2[CH:18]=[CH:17][CH:16]=[C:15]([F:19])[C:14]=2[F:20])=[C:24]([F:30])[CH:25]=1. The yield is 1.00. (3) The reactants are C([O:3][C:4]([C:6]1[C:7]([N:27]2[CH2:32][CH2:31][O:30][CH2:29][CH2:28]2)=[N:8][N:9]([CH2:13][C:14]2[CH:19]=[CH:18][C:17]([CH2:20][N:21]3[CH:25]=[C:24]([CH3:26])[CH:23]=[N:22]3)=[CH:16][CH:15]=2)[C:10]=1CC)=[O:5])C.[OH-].[Li+]. The catalyst is C1COCC1.CO.O. The product is [CH3:26][C:24]1[CH:23]=[N:22][N:21]([CH2:20][C:17]2[CH:16]=[CH:15][C:14]([CH2:13][N:9]3[CH:10]=[C:6]([C:4]([OH:5])=[O:3])[C:7]([N:27]4[CH2:32][CH2:31][O:30][CH2:29][CH2:28]4)=[N:8]3)=[CH:19][CH:18]=2)[CH:25]=1. The yield is 0.890.